This data is from Full USPTO retrosynthesis dataset with 1.9M reactions from patents (1976-2016). The task is: Predict the reactants needed to synthesize the given product. Given the product [CH3:16][C:4]1[CH:3]=[C:2]([C:26](=[O:25])[C:27]([F:30])([F:29])[F:28])[CH:15]=[CH:14][C:5]=1[NH:6][C:7](=[O:13])[O:8][C:9]([CH3:12])([CH3:11])[CH3:10], predict the reactants needed to synthesize it. The reactants are: I[C:2]1[CH:15]=[CH:14][C:5]([NH:6][C:7](=[O:13])[O:8][C:9]([CH3:12])([CH3:11])[CH3:10])=[C:4]([CH3:16])[CH:3]=1.C([Li])CCC.C([O:25][CH2:26][C:27]([F:30])([F:29])[F:28])(=O)C.Cl.